Predict the product of the given reaction. From a dataset of Forward reaction prediction with 1.9M reactions from USPTO patents (1976-2016). (1) Given the reactants [CH3:1][O:2][C:3](=[O:20])[C:4]1[CH:9]=[C:8]([C:10]#[C:11][CH2:12][O:13][CH3:14])[C:7]([C:15]([F:18])([F:17])[F:16])=[CH:6][C:5]=1[NH2:19].[S-2].[Na+].[Na+].Cl.C[OH:26], predict the reaction product. The product is: [CH3:1][O:2][C:3](=[O:20])[C:4]1[CH:9]=[C:8]([C:10](=[O:26])[CH2:11][CH2:12][O:13][CH3:14])[C:7]([C:15]([F:17])([F:18])[F:16])=[CH:6][C:5]=1[NH2:19]. (2) Given the reactants [Br:1][C:2]1[CH:3]=[C:4]([CH2:8][NH:9][CH:10]2[CH2:15][CH2:14][N:13](C(OC(C)(C)C)=O)[CH2:12][CH2:11]2)[CH:5]=[CH:6][CH:7]=1.C(N(C(C)C)CC)(C)C.[CH3:32][O:33][C:34]1[CH:39]=[CH:38][C:37]([CH2:40][C:41](Cl)=[O:42])=[CH:36][CH:35]=1.O, predict the reaction product. The product is: [Br:1][C:2]1[CH:3]=[C:4]([CH2:8][N:9]([CH:10]2[CH2:11][CH2:12][NH:13][CH2:14][CH2:15]2)[C:41](=[O:42])[CH2:40][C:37]2[CH:38]=[CH:39][C:34]([O:33][CH3:32])=[CH:35][CH:36]=2)[CH:5]=[CH:6][CH:7]=1. (3) The product is: [ClH:30].[CH3:8][N:9]([CH2:11][C:12]1[C:20]2[C:15](=[N:16][CH:17]=[C:18](/[CH:21]=[CH:22]/[C:23]([OH:25])=[O:24])[CH:19]=2)[NH:14][CH:13]=1)[CH3:10]. Given the reactants FC(F)(F)C(O)=O.[CH3:8][N:9]([CH2:11][C:12]1[C:20]2[C:15](=[N:16][CH:17]=[C:18](/[CH:21]=[CH:22]/[C:23]([O:25]C(C)(C)C)=[O:24])[CH:19]=2)[NH:14][CH:13]=1)[CH3:10].[Cl:30]CCl, predict the reaction product. (4) Given the reactants C([O:8][C:9]1[CH:14]=[C:13]([O:15]CC2C=CC=CC=2)[C:12]([C:23]([CH3:25])=[CH2:24])=[CH:11][C:10]=1[C:26]([N:28]1[CH2:36][C:35]2[C:30](=[CH:31][CH:32]=[C:33]([N:37]3[CH2:42][CH2:41][N:40]([CH3:43])[CH2:39][CH2:38]3)[CH:34]=2)[CH2:29]1)=[O:27])C1C=CC=CC=1, predict the reaction product. The product is: [OH:8][C:9]1[CH:14]=[C:13]([OH:15])[C:12]([CH:23]([CH3:24])[CH3:25])=[CH:11][C:10]=1[C:26]([N:28]1[CH2:36][C:35]2[C:30](=[CH:31][CH:32]=[C:33]([N:37]3[CH2:38][CH2:39][N:40]([CH3:43])[CH2:41][CH2:42]3)[CH:34]=2)[CH2:29]1)=[O:27]. (5) The product is: [ClH:23].[CH3:1][O:2][C:3]1[CH:4]=[CH:5][C:6]([CH:9]([CH3:39])[CH2:10][N:11]([CH2:24][CH2:25][CH2:26][O:27][C:28]2[CH2:29][C:30](=[CH:34][C:35]([OH:37])=[O:36])[CH:31]=[CH:32][CH:33]=2)[CH2:12][C:13]2[CH:18]=[CH:17][CH:16]=[C:15]([C:19]([F:22])([F:20])[F:21])[C:14]=2[Cl:23])=[CH:7][CH:8]=1. Given the reactants [CH3:1][O:2][C:3]1[CH:8]=[CH:7][C:6]([CH:9]([CH3:39])[CH2:10][N:11]([CH2:24][CH2:25][CH2:26][O:27][C:28]2[CH2:29][C:30](=[CH:34][C:35]([O:37]C)=[O:36])[CH:31]=[CH:32][CH:33]=2)[CH2:12][C:13]2[CH:18]=[CH:17][CH:16]=[C:15]([C:19]([F:22])([F:21])[F:20])[C:14]=2[Cl:23])=[CH:5][CH:4]=1.ClC1C=CC=CC=1C(C)CN(CCCOC1CC(=CC(O)=O)C=CC=1)CC1C=CC=C(C(F)(F)F)C=1Cl, predict the reaction product.